Dataset: Catalyst prediction with 721,799 reactions and 888 catalyst types from USPTO. Task: Predict which catalyst facilitates the given reaction. (1) Reactant: [NH2:1][C:2]1[N:10]=[CH:9][N:8]=[C:7]2[C:3]=1[N:4]=[CH:5][N:6]2[C@H:11]1[C@H:18]2[C@H:14]([O:15]C(C)(C)[O:17]2)[C@@H:13]([CH2:21][N:22]([CH2:40][CH:41]2[CH2:43][CH2:42]2)[CH2:23][CH2:24][CH2:25][NH:26][C:27]([NH:29][C:30]2[CH:35]=[CH:34][C:33]([C:36]([CH3:39])([CH3:38])[CH3:37])=[CH:32][CH:31]=2)=[O:28])[O:12]1.C([O-])([O-])=O.[K+].[K+].O. Product: [NH2:1][C:2]1[N:10]=[CH:9][N:8]=[C:7]2[C:3]=1[N:4]=[CH:5][N:6]2[C@@H:11]1[O:12][C@H:13]([CH2:21][N:22]([CH2:40][CH:41]2[CH2:43][CH2:42]2)[CH2:23][CH2:24][CH2:25][NH:26][C:27]([NH:29][C:30]2[CH:31]=[CH:32][C:33]([C:36]([CH3:39])([CH3:38])[CH3:37])=[CH:34][CH:35]=2)=[O:28])[C@@H:14]([OH:15])[C@H:18]1[OH:17]. The catalyst class is: 67. (2) Reactant: [NH2:1][C:2]1[C:7]2=[CH:8][C:9]3[C:10]4[C:15]([C:14](=[O:16])[N:13]([CH2:17][CH2:18][N:19]([CH3:21])[CH3:20])[C:12](=[O:22])[C:11]=4[CH:23]=[CH:24][CH:25]=3)=[C:6]2[CH:5]=[CH:4][CH:3]=1.[CH2:26]1[O:34][C:33]2[CH:32]=[CH:31][C:30]([N:35]=[C:36]=[O:37])=[CH:29][C:28]=2[O:27]1. Product: [O:34]1[C:33]2[CH:32]=[CH:31][C:30]([NH:35][C:36]([NH:1][C:2]3[C:7]4=[CH:8][C:9]5[C:10]6[C:15]([C:14](=[O:16])[N:13]([CH2:17][CH2:18][N:19]([CH3:20])[CH3:21])[C:12](=[O:22])[C:11]=6[CH:23]=[CH:24][CH:25]=5)=[C:6]4[CH:5]=[CH:4][CH:3]=3)=[O:37])=[CH:29][C:28]=2[O:27][CH2:26]1. The catalyst class is: 10. (3) Reactant: O=P(Cl)(Cl)[Cl:3].[C:6]1([N:12]2[C:16](=O)[CH2:15][C:14]([C:18]3[CH:23]=[C:22]([F:24])[C:21]([F:25])=[CH:20][C:19]=3[F:26])=[N:13]2)[CH:11]=[CH:10][CH:9]=[CH:8][CH:7]=1.[C:27](=[O:30])([O-])[O-].[K+].[K+]. Product: [Cl:3][C:16]1[N:12]([C:6]2[CH:11]=[CH:10][CH:9]=[CH:8][CH:7]=2)[N:13]=[C:14]([C:18]2[CH:23]=[C:22]([F:24])[C:21]([F:25])=[CH:20][C:19]=2[F:26])[C:15]=1[CH:27]=[O:30]. The catalyst class is: 3. (4) Reactant: [C:1]([C:3]1[CH:4]=[C:5]([CH2:11][C:12]([NH:14][NH2:15])=[O:13])[CH:6]=[CH:7][C:8]=1[O:9]C)#[N:2].[Cl-].[Al+3].[Cl-].[Cl-].CO. Product: [C:1]([C:3]1[CH:4]=[C:5]([CH2:11][C:12]([NH:14][NH2:15])=[O:13])[CH:6]=[CH:7][C:8]=1[OH:9])#[N:2]. The catalyst class is: 4. (5) Reactant: [S:1]1[C:5]2[CH:6]=[CH:7][C:8]([CH2:10][CH2:11][O:12][CH2:13][CH2:14][C:15]([OH:17])=O)=[CH:9][C:4]=2[CH:3]=[CH:2]1.S(Cl)(Cl)=O.[OH-].[Na+].Cl.[NH:25]1[CH2:28][CH:27]([OH:29])[CH2:26]1. Product: [S:1]1[C:5]2[CH:6]=[CH:7][C:8]([CH2:10][CH2:11][O:12][CH2:13][CH2:14][C:15]([N:25]3[CH2:28][CH:27]([OH:29])[CH2:26]3)=[O:17])=[CH:9][C:4]=2[CH:3]=[CH:2]1. The catalyst class is: 149. (6) The catalyst class is: 1. Product: [CH2:52]([O:54][C:55](=[O:62])[C@@H:56]([NH:57][C:14](=[O:16])[C:13]1[CH:12]=[CH:11][C:10]([N:7]2[CH2:6][CH2:5][CH:4]([CH:3]([O:2][CH3:1])[O:19][CH3:20])[CH2:9][CH2:8]2)=[CH:18][CH:17]=1)[CH2:58][CH:59]([CH3:60])[CH3:61])[CH3:53]. Reactant: [CH3:1][O:2][CH:3]([O:19][CH3:20])[CH:4]1[CH2:9][CH2:8][N:7]([C:10]2[CH:18]=[CH:17][C:13]([C:14]([OH:16])=O)=[CH:12][CH:11]=2)[CH2:6][CH2:5]1.Cl.CN(C)CCCN=C=NCC.C(N1CCOCC1)C.OC1C2N=NNC=2C=CC=1.Cl.[CH2:52]([O:54][C:55](=[O:62])[C@H:56]([CH2:58][CH:59]([CH3:61])[CH3:60])[NH2:57])[CH3:53]. (7) Reactant: [CH3:1][O:2][C:3](=[O:12])[C:4]1[CH:9]=[CH:8][CH:7]=[C:6]([CH2:10]Br)[CH:5]=1.[C-:13]#[N:14].[Na+].O. Product: [C:13]([CH2:10][C:6]1[CH:5]=[C:4]([CH:9]=[CH:8][CH:7]=1)[C:3]([O:2][CH3:1])=[O:12])#[N:14]. The catalyst class is: 3. (8) Reactant: [CH3:1][N:2]([CH3:23])[C:3]1[CH:8]=[C:7]([C:9]2[CH:14]=[CH:13][C:12]([C:15]([F:18])([F:17])[F:16])=[CH:11][CH:10]=2)[C:6]([C:19]([O:21]C)=[O:20])=[CH:5][CH:4]=1.[OH-].[Na+]. Product: [CH3:1][N:2]([CH3:23])[C:3]1[CH:8]=[C:7]([C:9]2[CH:10]=[CH:11][C:12]([C:15]([F:18])([F:17])[F:16])=[CH:13][CH:14]=2)[C:6]([C:19]([OH:21])=[O:20])=[CH:5][CH:4]=1. The catalyst class is: 97. (9) Reactant: C[O:2][C:3](=[O:37])[CH2:4][C:5]1[CH:10]=[CH:9][C:8]([C:11]2[C:15]([C:16](=[O:29])NCCOC3C=CC(Cl)=CC=3Cl)=[C:14]([C:30]3[CH:35]=[CH:34][CH:33]=[CH:32][CH:31]=3)[O:13][N:12]=2)=[C:7]([Cl:36])[CH:6]=1.[Li+].[OH-:39].[ClH:40].[CH2:41]([Cl:43])Cl. Product: [Cl:36][C:7]1[CH:6]=[C:5]([CH2:4][C:3]([OH:2])=[O:37])[CH:10]=[CH:9][C:8]=1[C:11]1[C:15]([C:16](=[O:29])[CH2:9][CH2:8][CH2:11][O:39][C:7]2[CH:6]=[CH:5][C:4]([Cl:40])=[CH:3][C:41]=2[Cl:43])=[C:14]([C:30]2[CH:31]=[CH:32][CH:33]=[CH:34][CH:35]=2)[O:13][N:12]=1. The catalyst class is: 20.